This data is from Catalyst prediction with 721,799 reactions and 888 catalyst types from USPTO. The task is: Predict which catalyst facilitates the given reaction. Reactant: [H-].[Na+].[Cl:3][C:4]1[C:9]([N+:10]([O-:12])=[O:11])=[C:8]([NH2:13])[CH:7]=[CH:6][N:5]=1.[Cl:14][C:15]1[CH:23]=[C:22]([C:24]#[N:25])[CH:21]=[C:20]([Cl:26])[C:16]=1[C:17](Cl)=[O:18]. Product: [Cl:3][C:4]1[C:9]([N+:10]([O-:12])=[O:11])=[C:8]([NH:13][C:17](=[O:18])[C:16]2[C:20]([Cl:26])=[CH:21][C:22]([C:24]#[N:25])=[CH:23][C:15]=2[Cl:14])[CH:7]=[CH:6][N:5]=1. The catalyst class is: 3.